Predict the product of the given reaction. From a dataset of Forward reaction prediction with 1.9M reactions from USPTO patents (1976-2016). (1) Given the reactants [NH:1]1[CH2:5][CH2:4][CH2:3][CH2:2]1.[F:6][C:7]([F:12])([F:11])[C:8]([OH:10])=[O:9].[CH2:13]([NH:17][C:18]([NH:20][C@H:21]1[CH2:29][C@H:28]2[C@:24]([C:32]3[CH:37]=[CH:36][C:35]([O:38][CH3:39])=[C:34]([O:40][CH3:41])[CH:33]=3)([CH2:25][CH2:26][N:27]2[CH2:30][CH3:31])[CH2:23][CH2:22]1)=[S:19])[CH2:14][CH2:15][CH3:16].CN1C=CC=C1C=O, predict the reaction product. The product is: [F:6][C:7]([F:12])([F:11])[C:8]([OH:10])=[O:9].[CH2:13]([NH:17][C:18]([NH:20][C@H:21]1[CH2:29][C@H:28]2[C@:24]([C:32]3[CH:37]=[CH:36][C:35]([O:38][CH3:39])=[C:34]([O:40][CH3:41])[CH:33]=3)([CH2:25][CH2:26][N:27]2[CH2:30][C:31]2[N:1]([CH3:5])[CH:2]=[CH:3][CH:4]=2)[CH2:23][CH2:22]1)=[S:19])[CH2:14][CH2:15][CH3:16]. (2) Given the reactants [C:1]([O:4][C@@H:5]1[C@@H:18]([O:19][C:20](=[O:22])[CH3:21])[C@H:17]([O:23][C:24](=[O:26])[CH3:25])[CH2:16][S:15][C@H:6]1[O:7][C:8]1[CH:9]=[N:10][CH:11]=[CH:12][C:13]=1I)(=[O:3])[CH3:2].[F:27][C:28]1[CH:33]=[CH:32][C:31](B(O)O)=[CH:30][CH:29]=1, predict the reaction product. The product is: [C:1]([O:4][C@@H:5]1[C@@H:18]([O:19][C:20](=[O:22])[CH3:21])[C@H:17]([O:23][C:24](=[O:26])[CH3:25])[CH2:16][S:15][C@H:6]1[O:7][C:8]1[CH:9]=[N:10][CH:11]=[CH:12][C:13]=1[C:31]1[CH:32]=[CH:33][C:28]([F:27])=[CH:29][CH:30]=1)(=[O:3])[CH3:2]. (3) Given the reactants Cl[C:2]1[O:3][CH:4]=[C:5]([C:7]2[CH:12]=[CH:11][CH:10]=[C:9]([O:13][CH3:14])[CH:8]=2)[N:6]=1.[C:15]([O:19][C:20]([N:22]1[CH2:27][CH2:26][CH:25]([NH2:28])[CH2:24][CH2:23]1)=[O:21])([CH3:18])([CH3:17])[CH3:16].C(N(C(C)C)C(C)C)C, predict the reaction product. The product is: [C:15]([O:19][C:20]([N:22]1[CH2:27][CH2:26][CH:25]([NH:28][C:2]2[O:3][CH:4]=[C:5]([C:7]3[CH:12]=[CH:11][CH:10]=[C:9]([O:13][CH3:14])[CH:8]=3)[N:6]=2)[CH2:24][CH2:23]1)=[O:21])([CH3:18])([CH3:16])[CH3:17]. (4) Given the reactants CC(OC([NH:8][C@@H:9]([CH2:14][C:15]#[C:16][C:17]1[CH:22]=[CH:21][C:20]([O:23][CH2:24][C:25]2[CH:30]=[CH:29][CH:28]=[CH:27][C:26]=2[F:31])=[CH:19][N:18]=1)[C:10]([O:12][CH3:13])=[O:11])=O)(C)C.CO.C(Cl)(C)=O, predict the reaction product. The product is: [NH2:8][C@@H:9]([CH2:14][C:15]#[C:16][C:17]1[CH:22]=[CH:21][C:20]([O:23][CH2:24][C:25]2[CH:30]=[CH:29][CH:28]=[CH:27][C:26]=2[F:31])=[CH:19][N:18]=1)[C:10]([O:12][CH3:13])=[O:11]. (5) Given the reactants [CH2:1]([C:3]1[CH:4]=[CH:5][C:6]([OH:16])=[C:7]([C:9]([C:11]2[S:12][CH:13]=[CH:14][CH:15]=2)=[O:10])[CH:8]=1)[CH3:2].[CH3:17][O:18][C:19](=[O:39])[CH2:20][CH2:21][C:22]1[CH:27]=[CH:26][C:25]([O:28][CH2:29][CH2:30][CH:31](OS(C)(=O)=O)[CH3:32])=[CH:24][C:23]=1[CH3:38].C([O-])([O-])=O.[Cs+].[Cs+].Cl, predict the reaction product. The product is: [CH3:17][O:18][C:19](=[O:39])[CH2:20][CH2:21][C:22]1[CH:27]=[CH:26][C:25]([O:28][CH2:29][CH2:30][CH:31]([O:16][C:6]2[CH:5]=[CH:4][C:3]([CH2:1][CH3:2])=[CH:8][C:7]=2[C:9]([C:11]2[S:12][CH:13]=[CH:14][CH:15]=2)=[O:10])[CH3:32])=[CH:24][C:23]=1[CH3:38]. (6) Given the reactants [CH3:1][O:2][C:3]1[CH:4]=[C:5]2[C:10](=[CH:11][C:12]=1[O:13][CH2:14][CH2:15][CH2:16][N:17]1[CH2:21][CH2:20][CH2:19][CH2:18]1)[NH:9][CH:8]=[CH:7][C:6]2=O.P(Cl)(Cl)([Cl:25])=O.[OH-].[K+], predict the reaction product. The product is: [Cl:25][C:6]1[C:5]2[C:10](=[CH:11][C:12]([O:13][CH2:14][CH2:15][CH2:16][N:17]3[CH2:21][CH2:20][CH2:19][CH2:18]3)=[C:3]([O:2][CH3:1])[CH:4]=2)[N:9]=[CH:8][CH:7]=1. (7) Given the reactants Br[C:2]1[N:7]=[C:6]2[N:8]([CH2:12][C:13]3[C:18]([F:19])=[CH:17][CH:16]=[C:15]([F:20])[C:14]=3[Cl:21])[CH2:9][CH2:10][NH:11][C:5]2=[N:4][CH:3]=1.[N:22]1([CH:27]2[CH2:32][CH2:31][N:30]([C:33]([C:35]3[CH:40]=[CH:39][C:38](B4OC(C)(C)C(C)(C)O4)=[CH:37][CH:36]=3)=[O:34])[CH2:29][CH2:28]2)[CH2:26][CH2:25][CH2:24][CH2:23]1, predict the reaction product. The product is: [Cl:21][C:14]1[C:15]([F:20])=[CH:16][CH:17]=[C:18]([F:19])[C:13]=1[CH2:12][N:8]1[CH2:9][CH2:10][NH:11][C:5]2[N:4]=[CH:3][C:2]([C:38]3[CH:39]=[CH:40][C:35]([C:33]([N:30]4[CH2:29][CH2:28][CH:27]([N:22]5[CH2:23][CH2:24][CH2:25][CH2:26]5)[CH2:32][CH2:31]4)=[O:34])=[CH:36][CH:37]=3)=[N:7][C:6]1=2. (8) Given the reactants [Br:1][C:2]1[CH:7]=[CH:6][C:5]([CH2:8][C:9]([OH:11])=[O:10])=[CH:4][CH:3]=1.[CH:12]1[CH:17]=[N:16][CH:15]=[C:14]([CH:18]=O)[CH:13]=1.C(N(CC)CC)C.O, predict the reaction product. The product is: [Br:1][C:2]1[CH:3]=[CH:4][C:5](/[C:8](=[CH:18]\[C:14]2[CH:15]=[N:16][CH:17]=[CH:12][CH:13]=2)/[C:9]([OH:11])=[O:10])=[CH:6][CH:7]=1. (9) The product is: [Br:1][C:2]1[CH:3]=[CH:4][C:5]([N:8]2[C:12]([CH:13]3[CH2:14][CH2:15]3)=[CH:11][C:10]([C:16]3[O:18][C:19](=[O:28])[N:41]([CH3:38])[N:42]=3)=[N:9]2)=[N:6][CH:7]=1. Given the reactants [Br:1][C:2]1[CH:3]=[CH:4][C:5]([N:8]2[C:12]([CH:13]3[CH2:15][CH2:14]3)=[CH:11][C:10]([C:16]([O:18][CH2:19]C)=O)=[N:9]2)=[N:6][CH:7]=1.C1(C(=O)CC(=O)C(OCC)=[O:28])CC1.BrC1C=C[C:38]([NH:41][NH2:42])=NC=1, predict the reaction product. (10) Given the reactants [C:1]([N:8]1[CH2:12][C@@H:11]([N:13]([C:22](=[O:31])[C:23]([CH3:30])([CH3:29])[CH2:24][O:25]C(=O)C)[CH:14]2[CH2:19][CH2:18][C:17]([CH3:21])([CH3:20])[CH2:16][CH2:15]2)[CH2:10][C@H:9]1[C:32]([O:34]C)=[O:33])([O:3][C:4]([CH3:7])([CH3:6])[CH3:5])=[O:2].[OH-].[Na+], predict the reaction product. The product is: [C:1]([N:8]1[CH2:12][C@@H:11]([N:13]([CH:14]2[CH2:19][CH2:18][C:17]([CH3:21])([CH3:20])[CH2:16][CH2:15]2)[C:22](=[O:31])[C:23]([CH3:30])([CH3:29])[CH2:24][OH:25])[CH2:10][C@H:9]1[C:32]([OH:34])=[O:33])([O:3][C:4]([CH3:5])([CH3:6])[CH3:7])=[O:2].